From a dataset of Full USPTO retrosynthesis dataset with 1.9M reactions from patents (1976-2016). Predict the reactants needed to synthesize the given product. (1) Given the product [NH2:17][C:15]1[N:14]=[CH:13][N:12]=[C:11]2[N:10]([C@H:18]3[CH2:23][CH2:22][C@@H:21]([N:24]4[CH2:25][CH2:26][N:27]([CH3:30])[CH2:28][CH2:29]4)[CH2:20][CH2:19]3)[N:9]=[C:8]([C:5]3[CH:6]=[CH:7][C:2]([NH:1][C:40](=[O:49])[CH2:41][CH2:42][C:43]4[CH:48]=[CH:47][CH:46]=[CH:45][CH:44]=4)=[C:3]([O:31][CH3:32])[CH:4]=3)[C:16]=12, predict the reactants needed to synthesize it. The reactants are: [NH2:1][C:2]1[CH:7]=[CH:6][C:5]([C:8]2[C:16]3[C:11](=[N:12][CH:13]=[N:14][C:15]=3[NH2:17])[N:10]([C@H:18]3[CH2:23][CH2:22][C@@H:21]([N:24]4[CH2:29][CH2:28][N:27]([CH3:30])[CH2:26][CH2:25]4)[CH2:20][CH2:19]3)[N:9]=2)=[CH:4][C:3]=1[O:31][CH3:32].C(N(CC)CC)C.[C:40](Cl)(=[O:49])[CH2:41][CH2:42][C:43]1[CH:48]=[CH:47][CH:46]=[CH:45][CH:44]=1. (2) Given the product [F:8][C:9]1[CH:37]=[C:36]([F:38])[CH:35]=[CH:34][C:10]=1[O:11][CH:12]1[CH2:13][CH2:14][N:15]([C:18]2[N:19]=[C:20]3[CH2:33][CH2:32][N:31]([C:2](=[O:1])[CH3:4])[CH2:30][C:21]3=[N:22][C:23]=2[NH:24][C@@H:25]([CH3:29])[CH2:26][O:27][CH3:28])[CH2:16][CH2:17]1, predict the reactants needed to synthesize it. The reactants are: [OH:1][C:2]([C:4](F)(F)F)=O.[F:8][C:9]1[CH:37]=[C:36]([F:38])[CH:35]=[CH:34][C:10]=1[O:11][CH:12]1[CH2:17][CH2:16][N:15]([C:18]2[N:19]=[C:20]3[CH2:33][CH2:32][NH:31][CH2:30][C:21]3=[N:22][C:23]=2[NH:24][C@@H:25]([CH3:29])[CH2:26][O:27][CH3:28])[CH2:14][CH2:13]1.N1C=CC=CC=1.C(OC(=O)C)(=O)C. (3) Given the product [CH2:19]([O:21][C:22]([CH2:23][CH2:24][CH2:25][O:1][C:2]1[CH:11]=[C:10]2[C:5]([CH2:6][CH2:7][CH2:8][C:9]2=[O:12])=[CH:4][CH:3]=1)=[O:27])[CH3:20], predict the reactants needed to synthesize it. The reactants are: [OH:1][C:2]1[CH:11]=[C:10]2[C:5]([CH2:6][CH2:7][CH2:8][C:9]2=[O:12])=[CH:4][CH:3]=1.C([O-])([O-])=O.[K+].[K+].[CH2:19]([O:21][C:22](=[O:27])[CH2:23][CH2:24][CH2:25]Br)[CH3:20]. (4) Given the product [CH3:8][C:6]1[CH:7]=[C:2]([CH3:1])[N:3]=[C:4]([N:9]2[CH2:16][CH2:15][C@H:14]3[C@H:11]([N:12]([C:21]([C:20]4[CH:24]=[CH:25][CH:26]=[C:18]([F:17])[C:19]=4[C:27]4[N:28]=[CH:29][CH:30]=[CH:31][N:32]=4)=[O:22])[CH2:13]3)[CH2:10]2)[N:5]=1, predict the reactants needed to synthesize it. The reactants are: [CH3:1][C:2]1[CH:7]=[C:6]([CH3:8])[N:5]=[C:4]([N:9]2[CH2:16][CH2:15][C@H:14]3[C@H:11]([NH:12][CH2:13]3)[CH2:10]2)[N:3]=1.[F:17][C:18]1[C:19]([C:27]2[N:32]=[CH:31][CH:30]=[CH:29][N:28]=2)=[C:20]([CH:24]=[CH:25][CH:26]=1)[C:21](O)=[O:22].CN(C(ON1N=NC2C=CC=NC1=2)=[N+](C)C)C.F[P-](F)(F)(F)(F)F.